From a dataset of Forward reaction prediction with 1.9M reactions from USPTO patents (1976-2016). Predict the product of the given reaction. (1) Given the reactants CC(OI1(OC(C)=O)(OC(C)=O)OC(=O)C2C=CC=CC1=2)=O.[Cl:23][C:24]1[C:32]2[N:31]=[C:30]3[N:33]([C:37]4[CH:42]=[CH:41][C:40]([Cl:43])=[CH:39][C:38]=4[Cl:44])[CH2:34][CH2:35][CH2:36][N:29]3[C:28]=2[C:27]([CH:45]([OH:48])[CH2:46][CH3:47])=[CH:26][CH:25]=1, predict the reaction product. The product is: [Cl:23][C:24]1[C:32]2[N:31]=[C:30]3[N:33]([C:37]4[CH:42]=[CH:41][C:40]([Cl:43])=[CH:39][C:38]=4[Cl:44])[CH2:34][CH2:35][CH2:36][N:29]3[C:28]=2[C:27]([C:45](=[O:48])[CH2:46][CH3:47])=[CH:26][CH:25]=1. (2) Given the reactants Cl[C:2]1[N:7]2[CH:8]=[CH:9][N:10]=[C:6]2[CH:5]=[C:4]([C:11]2[CH:16]=[CH:15][C:14]([O:17][CH3:18])=[C:13]([O:19][CH3:20])[CH:12]=2)[N:3]=1.[F:21][C:22]1[CH:27]=[CH:26][C:25]([N:28]2[CH2:33][CH2:32][NH:31][CH2:30][CH2:29]2)=[CH:24][CH:23]=1.C(N(C(C)C)CC)(C)C, predict the reaction product. The product is: [CH3:20][O:19][C:13]1[CH:12]=[C:11]([C:4]2[N:3]=[C:2]([N:31]3[CH2:30][CH2:29][N:28]([C:25]4[CH:24]=[CH:23][C:22]([F:21])=[CH:27][CH:26]=4)[CH2:33][CH2:32]3)[N:7]3[CH:8]=[CH:9][N:10]=[C:6]3[CH:5]=2)[CH:16]=[CH:15][C:14]=1[O:17][CH3:18]. (3) Given the reactants [C:1]([C:4]1[C:5](=[O:31])[C:6]([O:23]CC2C=CC=CC=2)=[C:7]2[C:12](=[O:13])[N:11]([CH2:14][C:15]3[CH:20]=[CH:19][C:18]([F:21])=[CH:17][CH:16]=3)[CH2:10][CH2:9][N:8]2[CH:22]=1)(=[O:3])[CH3:2].Cl, predict the reaction product. The product is: [C:1]([C:4]1[C:5](=[O:31])[C:6]([OH:23])=[C:7]2[C:12](=[O:13])[N:11]([CH2:14][C:15]3[CH:20]=[CH:19][C:18]([F:21])=[CH:17][CH:16]=3)[CH2:10][CH2:9][N:8]2[CH:22]=1)(=[O:3])[CH3:2]. (4) Given the reactants [N:1]1[CH:6]=[CH:5][CH:4]=[CH:3][C:2]=1[CH:7]=[CH:8][C:9]1[C:17]2[C:12](=[CH:13][C:14]([NH:18][C:19]3[CH:27]=[CH:26][CH:25]=[CH:24][C:20]=3[C:21](O)=[O:22])=[CH:15][CH:16]=2)[NH:11][N:10]=1.Cl.[CH2:29]([O:32][NH2:33])[CH:30]=[CH2:31].C(N(CC)CC)C.CN(C(ON1N=NC2C=CC=NC1=2)=[N+](C)C)C.F[P-](F)(F)(F)(F)F, predict the reaction product. The product is: [CH2:29]([O:32][NH:33][C:21](=[O:22])[C:20]1[CH:24]=[CH:25][CH:26]=[CH:27][C:19]=1[NH:18][C:14]1[CH:13]=[C:12]2[C:17]([C:9](/[CH:8]=[CH:7]/[C:2]3[CH:3]=[CH:4][CH:5]=[CH:6][N:1]=3)=[N:10][NH:11]2)=[CH:16][CH:15]=1)[CH:30]=[CH2:31]. (5) Given the reactants [CH:1]1([NH:4][C:5]2[C:6]3[O:26][CH:25]=[CH:24][C:7]=3[N:8]=[C:9]([NH:11][C:12]3[CH:20]=[C:19]4[C:15]([C:16]([C:21]([OH:23])=O)=[N:17][NH:18]4)=[CH:14][CH:13]=3)[N:10]=2)[CH2:3][CH2:2]1.[NH:27]1[C:35]2[C:30](=CC=C[CH:34]=2)C(C([O-])=O)=N1.C1(N)CC1.CN(C(ON1N=NC2C=CC=NC1=2)=[N+](C)C)C.F[P-](F)(F)(F)(F)F.CCN(C(C)C)C(C)C.C([O-])([O-])=O.[Na+].[Na+], predict the reaction product. The product is: [CH:35]1([NH:27][C:21]([C:16]2[C:15]3[C:19](=[CH:20][C:12]([NH:11][C:9]4[N:10]=[C:5]([NH:4][CH:1]5[CH2:2][CH2:3]5)[C:6]5[O:26][CH:25]=[CH:24][C:7]=5[N:8]=4)=[CH:13][CH:14]=3)[NH:18][N:17]=2)=[O:23])[CH2:34][CH2:30]1. (6) Given the reactants [Cl:1][C:2]1[CH:3]=[CH:4][C:5]2[N:11]3[CH:12]=[CH:13][CH:14]=[C:10]3[CH:9]([CH2:15][C:16](O)=[O:17])[O:8][CH:7]([C:19]3[CH:24]=[CH:23][CH:22]=[C:21]([O:25][CH3:26])[C:20]=3[O:27][CH3:28])[C:6]=2[CH:29]=1.[NH:30]1[CH2:35][CH2:34][CH:33]([CH2:36][C:37]([O:39][CH2:40][CH3:41])=[O:38])[CH2:32][CH2:31]1.Cl.C(N=C=NCCCN(C)C)C.ON1C2C=CC=CC=2N=N1, predict the reaction product. The product is: [Cl:1][C:2]1[CH:3]=[CH:4][C:5]2[N:11]3[CH:12]=[CH:13][CH:14]=[C:10]3[CH:9]([CH2:15][C:16]([N:30]3[CH2:35][CH2:34][CH:33]([CH2:36][C:37]([O:39][CH2:40][CH3:41])=[O:38])[CH2:32][CH2:31]3)=[O:17])[O:8][CH:7]([C:19]3[CH:24]=[CH:23][CH:22]=[C:21]([O:25][CH3:26])[C:20]=3[O:27][CH3:28])[C:6]=2[CH:29]=1.